From a dataset of Merck oncology drug combination screen with 23,052 pairs across 39 cell lines. Regression. Given two drug SMILES strings and cell line genomic features, predict the synergy score measuring deviation from expected non-interaction effect. (1) Drug 1: Cn1c(=O)n(-c2ccc(C(C)(C)C#N)cc2)c2c3cc(-c4cnc5ccccc5c4)ccc3ncc21. Drug 2: CCc1cnn2c(NCc3ccc[n+]([O-])c3)cc(N3CCCCC3CCO)nc12. Cell line: HT29. Synergy scores: synergy=9.65. (2) Drug 1: COC12C(COC(N)=O)C3=C(C(=O)C(C)=C(N)C3=O)N1CC1NC12. Drug 2: NC(=O)c1cccc2cn(-c3ccc(C4CCCNC4)cc3)nc12. Cell line: T47D. Synergy scores: synergy=3.03.